From a dataset of Experimentally validated miRNA-target interactions with 360,000+ pairs, plus equal number of negative samples. Binary Classification. Given a miRNA mature sequence and a target amino acid sequence, predict their likelihood of interaction. (1) The miRNA is rno-miR-338-3p with sequence UCCAGCAUCAGUGAUUUUGUUGA. The protein sequence of the target gene is MMAAMATARVRMGPRCAQALWRMPWLPVFLSLAAAAAAAAAEQQVPLVLWSSDRDLWAPAADTHEGHITSDLQLSTYLDPALELGPRNVLLFLQDKLSIEDFTAYGGVFGNKQDSAFSNLENALDLAPSSLVLPAVDWYAVSTLTTYLQEKLGASPLHVDLATLRELKLNASLPALLLIRLPYTASSGLMAPREVLTGNDEVIGQVLSTLKSEDVPYTAALTAVRPSRVARDVAVVAGGLGRQLLQKQPVSPVIHPPVSYNDTAPRILFWAQNFSVAYKDQWEDLTPLTFGVQELNLTGS.... Result: 0 (no interaction). (2) The miRNA is hsa-miR-1236-3p with sequence CCUCUUCCCCUUGUCUCUCCAG. The protein sequence of the target gene is MDNCLAAAALNGVDRRSLQRSARLALEVLERAKRRAVDWHALERPKGCMGVLAREAPHLEKQPAAGPQRVLPGEREERPPTLSASFRTMAEFMDYTSSQCGKYYSSVPEEGGATHVYRYHRGESKLHMCLDIGNGQRKDRKKTSLGPGGSYQISEHAPEASQPAENISKDLYIEVYPGTYSVTVGSNDLTKKTHVVAVDSGQSVDLVFPV. Result: 1 (interaction). (3) The miRNA is hsa-miR-940 with sequence AAGGCAGGGCCCCCGCUCCCC. The protein sequence of the target gene is MASPVLPSGSQCAAAAAVAAAAAPPGLRLRLLLLLLSAAALIPTGDGQNLFTKDVTVIEGEVATISCQVNKSDDSVIQLLNPNRQTIYFRDFRPLKDSRFQLLNFSSSELKVSLTNVSISDEGRYFCQLYTDPPQESYTTITVLVPPRNLMIDIQKDTAVEGEEIEVNCTAMASKPATTIRWFKGNKELKGKSEVEEWSDMYTVTSQLMLKVHKEDDGVPVICQVEHPAVTGNLQTQRYLEVQYKPQVQIQMTYPLQGLTREGDAFELTCEATGKPQPVMVTWVRVDDEMPQHAVLSGPN.... Result: 0 (no interaction). (4) The miRNA is mmu-miR-24-3p with sequence UGGCUCAGUUCAGCAGGAACAG. The protein sequence of the target gene is MVLLAQGACCSNQWLAAVLLSLCSCLPAGQSVDFPWAAVDNMLVRKGDTAVLRCYLEDGASKGAWLNRSSIIFAGGDKWSVDPRVSISTLNKRDYSLQIQNVDVTDDGPYTCSVQTQHTPRTMQVHLTVQVPPKIYDISNDMTINEGTNVTLTCLATGKPEPVISWRHISPSAKPFENGQYLDIYGITRDQAGEYECSAENDVSFPDVKKVRVIVNFAPTIQEIKSGTVTPGRSGLIRCEGAGVPPPAFEWYKGEKRLFNGQQGIIIQNFSTRSILTVTNVTQEHFGNYTCVAANKLGTT.... Result: 1 (interaction). (5) The miRNA is hsa-miR-3691-5p with sequence AGUGGAUGAUGGAGACUCGGUAC. The protein sequence of the target gene is MADLSFIEDTVAFPEKEEDEEEEEEGVEWGYEEGVEWGLVFPDANGEYQSPINLNSREARYDPSLLDVRLSPNYVVCRDCEVTNDGHTIQVILKSKSVLSGGPLPQGHEFELYEVRFHWGRENQRGSEHTVNFKAFPMELHLIHWNSTLFGSIDEAVGKPHGIAIIALFVQIGKEHVGLKAVTEILQDIQYKGKSKTIPCFNPNTLLPDPLLRDYWVYEGSLTIPPCSEGVTWILFRYPLTISQLQIEEFRRLRTHVKGAELVEGCDGILGDNFRPTQPLSDRVIRAAFQ. Result: 1 (interaction). (6) The miRNA is hsa-miR-3122 with sequence GUUGGGACAAGAGGACGGUCUU. The protein sequence of the target gene is MMSDASDMLAAALEQMDGIIAGSKALEYSNGIFDCQSPTSPFMGSLRALHLVEDLRGLLEMMETDEKEGLRCQIPDSTAETLVEWLQSQMTNGHLPGNGDVYQERLARLENDKESLVLQVSVLTDQVEAQGEKIRDLEFCLEEHREKVNATEEMLQQELLSRTSLETQKLDLMAEISNLKLKLTAVEKDRLDYEDKFRDTEGLIQEINDLRLKVSEMDSERLQYEKKLKSTKSLMAKLSSMKIKVGQMQYEKQRMEQKWESLKDELASLKEQLEEKESEVKRLQEKLVCKMKGEGVEIVD.... Result: 1 (interaction). (7) The miRNA is hsa-miR-671-3p with sequence UCCGGUUCUCAGGGCUCCACC. The protein sequence of the target gene is MSHLPMKLLRKKIEKRNLKLRQRNLKFQGASNLTLSETQNGDVSEETMGSRKVKKSKQKPMNVGLSETQNGGMSQEAVGNIKVTKSPQKSTVLTNGEAAMQSSNSESKKKKKKKRKMVNDAEPDTKKAKTENKGKSEEESAETTKETENNVEKPDNDEDESEVPSLPLGLTGAFEDTSFASLCNLVNENTLKAIKEMGFTNMTEIQHKSIRPLLEGRDLLAAAKTGSGKTLAFLIPAVELIVKLRFMPRNGTGVLILSPTRELAMQTFGVLKELMTHHVHTYGLIMGGSNRSAEAQKLGN.... Result: 0 (no interaction).